From a dataset of Peptide-MHC class I binding affinity with 185,985 pairs from IEDB/IMGT. Regression. Given a peptide amino acid sequence and an MHC pseudo amino acid sequence, predict their binding affinity value. This is MHC class I binding data. (1) The peptide sequence is RLLRMNNEN. The MHC is HLA-A03:01 with pseudo-sequence HLA-A03:01. The binding affinity (normalized) is 0.0847. (2) The peptide sequence is SAEVERLMEL. The MHC is HLA-A68:02 with pseudo-sequence HLA-A68:02. The binding affinity (normalized) is 0.272. (3) The peptide sequence is FHNNWGATL. The MHC is HLA-B39:01 with pseudo-sequence HLA-B39:01. The binding affinity (normalized) is 1.00. (4) The peptide sequence is SCPKPHRLNH. The MHC is HLA-A03:01 with pseudo-sequence HLA-A03:01. The binding affinity (normalized) is 0.0785. (5) The peptide sequence is PEDDGTDWF. The MHC is HLA-A69:01 with pseudo-sequence HLA-A69:01. The binding affinity (normalized) is 0.0847.